From a dataset of Full USPTO retrosynthesis dataset with 1.9M reactions from patents (1976-2016). Predict the reactants needed to synthesize the given product. (1) Given the product [F:1][C:2]([F:7])([F:6])[C:3]([OH:5])=[O:4].[Cl:32][C:28]1[C:27]([F:33])=[C:26]([C@@H:25]2[C@:24]([C:36]3[CH:41]=[CH:40][C:39]([Cl:42])=[CH:38][C:37]=3[F:43])([C:34]#[N:35])[C@H:23]([CH2:44][C:45]([CH3:48])([CH3:47])[CH3:46])[NH:22][C@H:21]2[C:19]([NH:18][C@@H:11]([CH2:12][C:13]2[N:14]=[CH:15][S:16][CH:17]=2)[C:10]([OH:49])=[O:9])=[O:20])[CH:31]=[CH:30][CH:29]=1, predict the reactants needed to synthesize it. The reactants are: [F:1][C:2]([F:7])([F:6])[C:3]([OH:5])=[O:4].C[O:9][C:10](=[O:49])[C@@H:11]([NH:18][C:19]([C@H:21]1[C@H:25]([C:26]2[CH:31]=[CH:30][CH:29]=[C:28]([Cl:32])[C:27]=2[F:33])[C@:24]([C:36]2[CH:41]=[CH:40][C:39]([Cl:42])=[CH:38][C:37]=2[F:43])([C:34]#[N:35])[C@H:23]([CH2:44][C:45]([CH3:48])([CH3:47])[CH3:46])[NH:22]1)=[O:20])[CH2:12][C:13]1[N:14]=[CH:15][S:16][CH:17]=1.[Li+].[OH-]. (2) Given the product [NH:28]1[C:36]2[C:31](=[CH:32][CH:33]=[C:34]([C:37]([NH:12][C@@H:11]([C:13]([N:15]3[CH2:16][CH2:17][CH:18]([CH:21]4[CH2:26][CH2:25][N:24]([CH3:27])[CH2:23][CH2:22]4)[CH2:19][CH2:20]3)=[O:14])[CH2:10][C:7]3[CH:6]=[CH:5][N:4]=[CH:9][CH:8]=3)=[O:38])[CH:35]=2)[CH:30]=[CH:29]1, predict the reactants needed to synthesize it. The reactants are: Cl.Cl.Cl.[N:4]1[CH:9]=[CH:8][C:7]([CH2:10][C@H:11]([C:13]([N:15]2[CH2:20][CH2:19][CH:18]([CH:21]3[CH2:26][CH2:25][N:24]([CH3:27])[CH2:23][CH2:22]3)[CH2:17][CH2:16]2)=[O:14])[NH2:12])=[CH:6][CH:5]=1.[NH:28]1[C:36]2[C:31](=[CH:32][CH:33]=[C:34]([C:37](O)=[O:38])[CH:35]=2)[CH:30]=[CH:29]1. (3) Given the product [CH2:1]([O:3][C:4](=[O:21])[CH:5]([C:12]1[CH:17]=[CH:16][C:15]([NH2:18])=[CH:14][CH:13]=1)[CH2:6][CH:7]1[CH2:8][CH2:9][CH2:10][CH2:11]1)[CH3:2], predict the reactants needed to synthesize it. The reactants are: [CH2:1]([O:3][C:4](=[O:21])[CH:5]([C:12]1[CH:17]=[CH:16][C:15]([N+:18]([O-])=O)=[CH:14][CH:13]=1)[CH2:6][CH:7]1[CH2:11][CH2:10][CH2:9][CH2:8]1)[CH3:2].